This data is from NCI-60 drug combinations with 297,098 pairs across 59 cell lines. The task is: Regression. Given two drug SMILES strings and cell line genomic features, predict the synergy score measuring deviation from expected non-interaction effect. (1) Drug 1: CCC1(CC2CC(C3=C(CCN(C2)C1)C4=CC=CC=C4N3)(C5=C(C=C6C(=C5)C78CCN9C7C(C=CC9)(C(C(C8N6C=O)(C(=O)OC)O)OC(=O)C)CC)OC)C(=O)OC)O.OS(=O)(=O)O. Drug 2: C1=NC2=C(N=C(N=C2N1C3C(C(C(O3)CO)O)O)F)N. Cell line: HOP-62. Synergy scores: CSS=16.0, Synergy_ZIP=-7.35, Synergy_Bliss=-1.91, Synergy_Loewe=-7.36, Synergy_HSA=-2.87. (2) Drug 1: C1=CC(=CC=C1C#N)C(C2=CC=C(C=C2)C#N)N3C=NC=N3. Drug 2: CC1C(C(CC(O1)OC2CC(CC3=C2C(=C4C(=C3O)C(=O)C5=CC=CC=C5C4=O)O)(C(=O)C)O)N)O. Cell line: SK-OV-3. Synergy scores: CSS=34.8, Synergy_ZIP=1.71, Synergy_Bliss=1.99, Synergy_Loewe=-0.224, Synergy_HSA=2.31. (3) Drug 1: CN(CCCl)CCCl.Cl. Drug 2: CC(C)NC(=O)C1=CC=C(C=C1)CNNC.Cl. Cell line: IGROV1. Synergy scores: CSS=16.7, Synergy_ZIP=-3.67, Synergy_Bliss=-0.253, Synergy_Loewe=-7.80, Synergy_HSA=0.252. (4) Drug 1: CC1=C2C(C(=O)C3(C(CC4C(C3C(C(C2(C)C)(CC1OC(=O)C(C(C5=CC=CC=C5)NC(=O)OC(C)(C)C)O)O)OC(=O)C6=CC=CC=C6)(CO4)OC(=O)C)O)C)O. Drug 2: CS(=O)(=O)CCNCC1=CC=C(O1)C2=CC3=C(C=C2)N=CN=C3NC4=CC(=C(C=C4)OCC5=CC(=CC=C5)F)Cl. Cell line: SR. Synergy scores: CSS=32.2, Synergy_ZIP=39.9, Synergy_Bliss=41.6, Synergy_Loewe=26.0, Synergy_HSA=24.8. (5) Drug 2: C1=CC=C(C(=C1)C(C2=CC=C(C=C2)Cl)C(Cl)Cl)Cl. Synergy scores: CSS=25.2, Synergy_ZIP=-4.68, Synergy_Bliss=3.86, Synergy_Loewe=-12.7, Synergy_HSA=3.48. Drug 1: COC1=C(C=C2C(=C1)N=CN=C2NC3=CC(=C(C=C3)F)Cl)OCCCN4CCOCC4. Cell line: RXF 393.